Dataset: CYP3A4 inhibition data for predicting drug metabolism from PubChem BioAssay. Task: Regression/Classification. Given a drug SMILES string, predict its absorption, distribution, metabolism, or excretion properties. Task type varies by dataset: regression for continuous measurements (e.g., permeability, clearance, half-life) or binary classification for categorical outcomes (e.g., BBB penetration, CYP inhibition). Dataset: cyp3a4_veith. (1) The compound is O=C(Nc1ncc2c(n1)-c1ccccc1CC2)c1cccc(Cl)c1. The result is 1 (inhibitor). (2) The molecule is O=C1c2ccccc2C(=O)N1c1ccc(Cc2ccc(N3C(=O)c4ccccc4C3=O)cc2)cc1. The result is 0 (non-inhibitor).